From a dataset of Experimentally validated miRNA-target interactions with 360,000+ pairs, plus equal number of negative samples. Binary Classification. Given a miRNA mature sequence and a target amino acid sequence, predict their likelihood of interaction. (1) The miRNA is hsa-miR-4659a-3p with sequence UUUCUUCUUAGACAUGGCAACG. The protein sequence of the target gene is MTTPNKGNKALKVKREPGENGTSLTDEELVTMSVRELNQHLRGLSKEEIVQLKQRRRTLKNRGYAASCRVKRVTQKEELEKQKAELQQEVEKLASENASMKLELDALRSKYEALQTFARTVARSPVAPARGPLAAGLGPLVPGKVAATSVITIVKSKTDARS. Result: 1 (interaction). (2) Result: 0 (no interaction). The miRNA is hsa-miR-6830-5p with sequence CCAAGGAAGGAGGCUGGACAUC. The protein sequence of the target gene is MRFLAATILLLALVAASQAEPLHFKDCGSKVGVIKEVNVSPCPTDPCQLHKGQSYSVNITFTSGTQSQNSTALVHGILEGIRVPFPIPEPDGCKSGINCPIQKDKVYSYLNKLPVKNEYPSIKLVVEWKLEDDKKNNLFCWEIPVQITS. (3) The miRNA is hsa-miR-6788-3p with sequence UUCGCCACUUCCCUCCCUGCAG. The protein sequence of the target gene is MATPDAGLPGAEGVEPAPWAQLEAPARLLLQALQAGPEGARRGLGVLRALGSRGWEPFDWGRLLEALCREEPVVQGPDGRLELKPLLLRLPRICQRNLMSLLMAVRPSLPESGLLSVLQIAQQDLAPDPDAWLRALGELLRRDLGVGTSMEGASPLSERCQRQLQSLCRGLGLGGRRLKSPQAPDPEEEENRDSQQPGKRRKDSEEEAASPEGKRVPKRLRCWEEEEDHEKERPEHKSLESLADGGSASPIKDQPVMAVKTGEDGSNLDDAKGLAESLELPKAIQDQLPRLQQLLKTLEE.... Result: 0 (no interaction). (4) Result: 0 (no interaction). The miRNA is mmu-miR-6954-5p with sequence UGGGGCAGUUCUGGGGGCAGAU. The protein sequence of the target gene is MARAAPLLAALTALLAAAAAGGDAPPGKIAVVGAGIGGSAVAHFLQQHFGPRVQIDVYEKGTVGGRLATISVNKQHYESGAASFHSLSLHMQDFVKLLGLRHRREVVGRSAIFGGEHFMLEETDWYLLNLFRLWWHYGISFLRLQMWVEEVMEKFMRIYKYQAHGYAFSGVEELLYSLGESTFVNMTQHSVAESLLQVGVTQRFIDDVVSAVLRASYGQSAAMPAFAGAMSLAGAQGSLWSVEGGNKLVCSGLLKLTKANVIHATVTSVTLHSTEGKALYQVAYENEVGNSSDFYDIVVI.... (5) The miRNA is hsa-miR-758-3p with sequence UUUGUGACCUGGUCCACUAACC. The protein sequence of the target gene is MSFLSRQQPPPPRRAGAACTLRQKLIFSPCSDCEEEEEEEEEEGSGHSTGEDSAFQEPDSPLPPARSPTEPGPERRRSPGPAPGSPGELEEDLLLPGACPGADEAGGGAEGDSWEEEGFGSSSPVKSPAAPYFLGSSFSPVRCGGPGDASPRGCGARRAGEGRRSPRPDHPGTPPHKTFRKLRLFDTPHTPKSLLSKARGIDSSSVKLRGSSLFMDTEKSGKREFDVRQTPQVNINPFTPDSLLLHSSGQCRRRKRTYWNDSCGEDMEASDYELEDETRPAKRITITESNMKSRYTTEFH.... Result: 1 (interaction). (6) The miRNA is hsa-miR-1291 with sequence UGGCCCUGACUGAAGACCAGCAGU. The protein sequence of the target gene is MSDCYTELEKAVIVLVENFYKYVSKYSLVKNKISKSSFREMLQKELNHMLSDTGNRKAADKLIQNLDANHDGRISFDEYWTLIGGITGPIAKLIHEQEQQSSS. Result: 1 (interaction). (7) The miRNA is hsa-miR-197-3p with sequence UUCACCACCUUCUCCACCCAGC. The protein sequence of the target gene is MSSPAGRRKKKGSGGASPAPARPPPPAAVPAPAAGPAPAAGSPPKRNPSSFSSPLVVGFALLRLLACHLGLLFAWLCQRFSRALMAAKRSSGTAPAPASPSPPEPGPGGEAESVRVFHKQAFEYISIALRIDEEEKAGQKEQAVEWYKKGIEELEKGIAVIVTGQGEQYERARRLQAKMMTNLVMAKDRLQLLEKLQPVLQFSKSQTDVYNESTNLTCRNGHLQSESGAVPKRKDPLTHASNSLPRSKTVLKSGSAGLSGHHRAPSCSGLSMVSGARPGPGPAATTHKGTPKPNRTNKPS.... Result: 0 (no interaction). (8) The miRNA is hsa-miR-1283 with sequence UCUACAAAGGAAAGCGCUUUCU. The protein sequence of the target gene is MRRPRQGGGGAGGSAAARARAGGLGGGSVPARARGAPAAARAAWLRDLCARMARPPRQHPGVWASLLLLLLTGPAACAASPADDGAGPGGRGPRGRARGDTGADEAVPRHDSSYGTFAGEFYDLRYLSEEGYPFPTAPPVDPFAKIKVDDCGKTKGCFRYGKPGCNAETCDYFLSYRMIGADVEFELSADTDGWVAVGFSSDKKMGGDDVMACVHDDNGRVRIQHFYNVGQWAKEIQRNPARDEEGVFENNRVTCRFKRPVNVPRDETIVDLHLSWYYLFAWGPAIQGSITRHDIDSPPA.... Result: 1 (interaction).